From a dataset of Reaction yield outcomes from USPTO patents with 853,638 reactions. Predict the reaction yield, written as a fraction of the theoretical maximum amount of product (1.0 means a 100% yield; for example, 0.34 means a 34% yield). The yield is 0.468. The catalyst is N1C=CC=CC=1. The reactants are [Cl:1][C:2]1[CH:3]=[C:4]([CH:8]=[CH:9][CH:10]=1)[C:5](Cl)=[O:6].[OH:11][CH:12]([CH3:17])[C:13]([NH:15]O)=[NH:14]. The product is [Cl:1][C:2]1[CH:3]=[C:4]([C:5]2[O:6][N:15]=[C:13]([CH:12]([OH:11])[CH3:17])[N:14]=2)[CH:8]=[CH:9][CH:10]=1.